The task is: Binary Classification. Given a miRNA mature sequence and a target amino acid sequence, predict their likelihood of interaction.. This data is from Experimentally validated miRNA-target interactions with 360,000+ pairs, plus equal number of negative samples. The miRNA is hsa-miR-6810-5p with sequence AUGGGGACAGGGAUCAGCAUGGC. The protein sequence of the target gene is MDEAVGDLKQALPCVAESPTVHVEVHQRGSSTAKKEDINLSVRKLLNRHNIVFGDYTWTEFDEPFLTRNVQSVSIIDTELKVKDSQPIDLSACTVALHIFQLNEDGPSSENLEEETENIIAANHWVLPAAEFHGLWDSLVYDVEVKSHLLDYVMTTLLFSDKNVNSNLITWNRVVLLHGPPGTGKTSLCKALAQKLTIRLSSRYRYGQLIEINSHSLFSKWFSESGKLVTKMFQKIQDLIDDKDALVFVLIDEVESLTAARNACRAGTEPSDAIRVVNAVLTQIDQIKRHSNVVILTTSN.... Result: 0 (no interaction).